The task is: Predict the product of the given reaction.. This data is from Forward reaction prediction with 1.9M reactions from USPTO patents (1976-2016). (1) The product is: [F:1][C:2]([F:22])([F:21])[C:3]1[CH:8]=[CH:7][C:6]([S:9]([O:12][C:13]2[CH:18]=[CH:17][CH:16]=[CH:15][C:14]=2[CH:19]=[CH2:23])(=[O:11])=[O:10])=[CH:5][CH:4]=1. Given the reactants [F:1][C:2]([F:22])([F:21])[C:3]1[CH:8]=[CH:7][C:6]([S:9]([O:12][C:13]2[CH:18]=[CH:17][CH:16]=[CH:15][C:14]=2[CH:19]=O)(=[O:11])=[O:10])=[CH:5][CH:4]=1.[CH3:23][Si](C[Mg]Cl)(C)C.S(Cl)(Cl)=O, predict the reaction product. (2) Given the reactants [Cl:1][C:2]1[CH:7]=[C:6]([F:8])[CH:5]=[CH:4][C:3]=1[NH:9][S:10]([CH:13]1[C:18]([C:19]([O:21][CH2:22][CH3:23])=[O:20])=[CH:17][C:16]([O:26][CH3:27])([O:24][CH3:25])[CH2:15][CH2:14]1)(=[O:12])=[O:11].OC[CH:30]([NH:33][C:34](=[O:36])[CH3:35])CO.C(O[Si](C)(C)C)(C)C.FC(F)(F)S(O[Si](C)(C)C)(=O)=O.C(=O)([O-])O.[Na+], predict the reaction product. The product is: [C:34]([NH:33][CH:30]1[CH2:25][O:24][C:16]2([CH2:15][CH2:14][CH:13]([S:10](=[O:11])(=[O:12])[NH:9][C:3]3[CH:4]=[CH:5][C:6]([F:8])=[CH:7][C:2]=3[Cl:1])[C:18]([C:19]([O:21][CH2:22][CH3:23])=[O:20])=[CH:17]2)[O:26][CH2:27]1)(=[O:36])[CH3:35].